This data is from Forward reaction prediction with 1.9M reactions from USPTO patents (1976-2016). The task is: Predict the product of the given reaction. (1) Given the reactants [NH:1]1[C:5]2=[N:6][CH:7]=[CH:8][CH:9]=[C:4]2[C:3]([CH:10]=[C:11]2[O:15][C:14]([NH:16][CH:17]([CH3:19])[CH3:18])=[C:13](C(OCC)=O)[C:12]2=[O:25])=[CH:2]1, predict the reaction product. The product is: [NH:1]1[C:5]2=[N:6][CH:7]=[CH:8][CH:9]=[C:4]2[C:3]([CH:10]=[C:11]2[C:12](=[O:25])[CH:13]=[C:14]([NH:16][CH:17]([CH3:19])[CH3:18])[O:15]2)=[CH:2]1. (2) The product is: [CH:34]([C:32]1[S:33][C:29]([C:8]2[CH:7]=[CH:6][C:5]3[C:10](=[CH:11][CH:12]=[C:3]([O:2][CH3:1])[CH:4]=3)[C:9]=2[O:13][C:14]2[CH:15]=[CH:16][C:17]([O:20][CH2:21][CH2:22][N:23]3[CH2:28][CH2:27][CH2:26][CH2:25][CH2:24]3)=[CH:18][CH:19]=2)=[CH:30][CH:31]=1)([CH3:36])[CH3:35]. Given the reactants [CH3:1][O:2][C:3]1[CH:4]=[C:5]2[C:10](=[CH:11][CH:12]=1)[C:9]([O:13][C:14]1[CH:19]=[CH:18][C:17]([O:20][CH2:21][CH2:22][N:23]3[CH2:28][CH2:27][CH2:26][CH2:25][CH2:24]3)=[CH:16][CH:15]=1)=[C:8]([C:29]1[S:33][C:32]([C:34](O)([CH3:36])[CH3:35])=[CH:31][CH:30]=1)[CH:7]=[CH:6]2.C([SiH](CC)CC)C.FC(F)(F)C(O)=O, predict the reaction product. (3) Given the reactants [H-].[Na+].[F:3][C:4]([F:21])([F:20])[C:5]([NH:7][CH2:8][CH2:9][C:10]1[CH:15]=[CH:14][CH:13]=[C:12]([C:16]([F:19])([F:18])[F:17])[CH:11]=1)=[O:6].Br[CH2:23][C:24]1[CH:29]=[CH:28][C:27]([C:30]2([C:33]#[N:34])[CH2:32][CH2:31]2)=[CH:26][CH:25]=1.O, predict the reaction product. The product is: [C:33]([C:30]1([C:27]2[CH:26]=[CH:25][C:24]([CH2:23][N:7]([CH2:8][CH2:9][C:10]3[CH:15]=[CH:14][CH:13]=[C:12]([C:16]([F:19])([F:18])[F:17])[CH:11]=3)[C:5](=[O:6])[C:4]([F:20])([F:21])[F:3])=[CH:29][CH:28]=2)[CH2:31][CH2:32]1)#[N:34]. (4) Given the reactants [CH3:1][C:2]1([CH3:15])[C:6]2[CH:7]=[C:8]([CH:11]([OH:14])[CH2:12][CH3:13])[CH:9]=[CH:10][C:5]=2[O:4][CH2:3]1.[Cr](Cl)([O-])(=O)=O.[NH+]1C=CC=CC=1, predict the reaction product. The product is: [CH3:15][C:2]1([CH3:1])[C:6]2[CH:7]=[C:8]([C:11](=[O:14])[CH2:12][CH3:13])[CH:9]=[CH:10][C:5]=2[O:4][CH2:3]1. (5) The product is: [Br:3][C:4]1[CH:16]=[C:15]([C:17]([CH3:20])([CH3:19])[CH3:18])[CH:14]=[CH:13][C:5]=1[CH2:6][CH:7]([CH2:11][CH3:12])[C:8]([Cl:23])=[O:9]. Given the reactants [OH-].[K+].[Br:3][C:4]1[CH:16]=[C:15]([C:17]([CH3:20])([CH3:19])[CH3:18])[CH:14]=[CH:13][C:5]=1[CH2:6][CH:7]([CH2:11][CH3:12])[C:8](O)=[O:9].S(Cl)([Cl:23])=O, predict the reaction product. (6) Given the reactants [C:1]([O:5][C:6]([N:8]1[CH2:13][C@H:12]([NH:14][CH2:15][C:16]2[N:21]=[CH:20][C:19]3[O:22][CH2:23][CH2:24][O:25][C:18]=3[CH:17]=2)[CH2:11][CH2:10][C@H:9]1[C:26](O)=[O:27])=[O:7])([CH3:4])([CH3:3])[CH3:2].Cl.C[N:31](C)CCCN=C=NCC.ON1C2N=CC=CC=2N=N1.C(=O)(O)[O-].[NH4+], predict the reaction product. The product is: [NH2:31][C:26]([C@@H:9]1[CH2:10][CH2:11][C@@H:12]([NH:14][CH2:15][C:16]2[N:21]=[CH:20][C:19]3[O:22][CH2:23][CH2:24][O:25][C:18]=3[CH:17]=2)[CH2:13][N:8]1[C:6]([O:5][C:1]([CH3:2])([CH3:3])[CH3:4])=[O:7])=[O:27]. (7) Given the reactants [CH3:1][NH:2][CH3:3].[CH3:4][C:5]1[CH:6]=[CH:7][C:8]([I:15])=[C:9]([CH2:11][C:12](Cl)=[O:13])[CH:10]=1.CCOC(C)=O, predict the reaction product. The product is: [CH3:1][N:2]([CH3:3])[C:12](=[O:13])[CH2:11][C:9]1[CH:10]=[C:5]([CH3:4])[CH:6]=[CH:7][C:8]=1[I:15]. (8) Given the reactants [F:1][C:2]1[C:3](=[O:18])[NH:4][C:5](=[O:17])[N:6]([CH:16]=1)[C@@H:7]1[O:15][C@H:12]([CH2:13][OH:14])[C@@H:10]([OH:11])[C@H:8]1[OH:9].[C:19]1(C)[CH:24]=CC(S(O)(=O)=O)=C[CH:20]=1, predict the reaction product. The product is: [F:1][C:2]1[C:3](=[O:18])[NH:4][C:5](=[O:17])[N:6]([C@H:7]2[C@H:8]3[C@H:10]([O:11][C:19]([CH3:24])([CH3:20])[O:9]3)[C@@H:12]([CH2:13][OH:14])[O:15]2)[CH:16]=1.